From a dataset of Catalyst prediction with 721,799 reactions and 888 catalyst types from USPTO. Predict which catalyst facilitates the given reaction. (1) Reactant: [NH2:1][C:2]1[N:7]=[C:6]([C:8](OC)=[O:9])[CH:5]=[C:4]([Cl:12])[N:3]=1.[BH4-].[Na+].C(OCC)(=O)C.O. Product: [NH2:1][C:2]1[N:7]=[C:6]([CH2:8][OH:9])[CH:5]=[C:4]([Cl:12])[N:3]=1. The catalyst class is: 8. (2) Reactant: O.[OH-].[Li+].C([O:6][C:7](=[O:31])[CH2:8][O:9][C:10]1[CH:15]=[CH:14][C:13]([C:16](=[N:18][O:19][CH2:20][C:21]2[CH:26]=[CH:25][C:24]([C:27]([F:30])([F:29])[F:28])=[CH:23][CH:22]=2)[CH3:17])=[CH:12][CH:11]=1)C. Product: [F:28][C:27]([F:29])([F:30])[C:24]1[CH:25]=[CH:26][C:21]([CH2:20][O:19][N:18]=[C:16]([C:13]2[CH:14]=[CH:15][C:10]([O:9][CH2:8][C:7]([OH:31])=[O:6])=[CH:11][CH:12]=2)[CH3:17])=[CH:22][CH:23]=1. The catalyst class is: 90. (3) Reactant: [C:1]([C:5]1[CH:6]=[C:7]([CH:22]=[C:23]([C:26]([CH3:29])([CH3:28])[CH3:27])[C:24]=1[OH:25])[C:8]([NH:10][C:11]1[CH:21]=[CH:20][C:14]([C:15]([O:17]CC)=[O:16])=[CH:13][CH:12]=1)=[O:9])([CH3:4])([CH3:3])[CH3:2]. Product: [C:1]([C:5]1[CH:6]=[C:7]([CH:22]=[C:23]([C:26]([CH3:29])([CH3:28])[CH3:27])[C:24]=1[OH:25])[C:8]([NH:10][C:11]1[CH:12]=[CH:13][C:14]([C:15]([OH:17])=[O:16])=[CH:20][CH:21]=1)=[O:9])([CH3:4])([CH3:3])[CH3:2]. The catalyst class is: 562. (4) Reactant: [F:1][C:2]1[C:3]([C:15]2[N:16]([CH:21]([CH3:23])[CH3:22])[C:17]([CH3:20])=[N:18][CH:19]=2)=[N:4][C:5]([NH:8][CH:9]2[CH2:14][CH2:13][NH:12][CH2:11][CH2:10]2)=[N:6][CH:7]=1.Cl[CH2:25][CH2:26][S:27](Cl)(=[O:29])=[O:28].[CH3:31][NH:32][CH3:33]. Product: [CH3:31][N:32]([CH3:33])[CH2:25][CH2:26][S:27]([N:12]1[CH2:11][CH2:10][CH:9]([NH:8][C:5]2[N:4]=[C:3]([C:15]3[N:16]([CH:21]([CH3:23])[CH3:22])[C:17]([CH3:20])=[N:18][CH:19]=3)[C:2]([F:1])=[CH:7][N:6]=2)[CH2:14][CH2:13]1)(=[O:29])=[O:28]. The catalyst class is: 61. (5) Reactant: [Br:1][C:2]1[CH:7]=[CH:6][C:5]([F:8])=[C:4](I)[CH:3]=1.[Li]CCCC.[F:15][CH2:16][C:17](OCC)=[O:18]. Product: [Br:1][C:2]1[CH:7]=[CH:6][C:5]([F:8])=[C:4]([C:17](=[O:18])[CH2:16][F:15])[CH:3]=1. The catalyst class is: 1. (6) Reactant: [C:1]([O:5][C:6](=[O:23])[NH:7][C@:8]1([C:16]2[CH:21]=[CH:20][CH:19]=[CH:18][C:17]=2[F:22])[C@H:12]([CH2:13][OH:14])[C@@H:11]([CH3:15])[O:10][CH2:9]1)([CH3:4])([CH3:3])[CH3:2].CCCCCC.CCOC(C)=O.C([O-])(O)=O.[Na+].S(=O)(O)[O-].[Na+]. Product: [C:1]([O:5][C:6](=[O:23])[NH:7][C@:8]1([C:16]2[CH:21]=[CH:20][CH:19]=[CH:18][C:17]=2[F:22])[C@H:12]([CH:13]=[O:14])[C@@H:11]([CH3:15])[O:10][CH2:9]1)([CH3:2])([CH3:3])[CH3:4]. The catalyst class is: 2.